From a dataset of Forward reaction prediction with 1.9M reactions from USPTO patents (1976-2016). Predict the product of the given reaction. (1) Given the reactants Cl([O-])=O.[Na+].[OH2:5].P([O-])(O)(O)=O.[Na+].[Br:12][C:13]1[CH:18]=[C:17]([C:19]2([CH:22]=[O:23])[CH2:21][CH2:20]2)[CH:16]=[CH:15][N:14]=1.CC(=CC)C, predict the reaction product. The product is: [Br:12][C:13]1[CH:18]=[C:17]([C:19]2([C:22]([OH:5])=[O:23])[CH2:20][CH2:21]2)[CH:16]=[CH:15][N:14]=1. (2) Given the reactants [OH:1][C:2]1[CH:11]=[CH:10][CH:9]=[C:8]2[C:3]=1[CH:4]=[CH:5][CH:6]=[N:7]2.[Br:12][C:13]1[CH:14]=[C:15]([CH:18]=[C:19]([O:23][CH3:24])[C:20]=1[O:21][CH3:22])[CH:16]=O.[C:25](#[N:29])[CH2:26][C:27]#[N:28].C1N2CCN(CC2)C1, predict the reaction product. The product is: [NH2:29][C:25]1[O:1][C:2]2[C:11]([CH:16]([C:15]3[CH:18]=[C:19]([O:23][CH3:24])[C:20]([O:21][CH3:22])=[C:13]([Br:12])[CH:14]=3)[C:26]=1[C:27]#[N:28])=[CH:10][CH:9]=[C:8]1[C:3]=2[CH:4]=[CH:5][CH:6]=[N:7]1. (3) Given the reactants [Br:1][C:2]1[CH:3]=[C:4]2[C:9](=[CH:10][CH:11]=1)[N:8]=[CH:7][C:6]([NH2:12])=[C:5]2[CH3:13].[O:14](C(C)=O)[C:15]([CH3:17])=O.C(O[K])(C)=O.[N:26](OC(C)(C)C)=O, predict the reaction product. The product is: [Br:1][C:2]1[CH:11]=[CH:10][C:9]2[N:8]=[CH:7][C:6]3[N:12]([C:15](=[O:14])[CH3:17])[N:26]=[CH:13][C:5]=3[C:4]=2[CH:3]=1. (4) Given the reactants [Cl:1][C:2]1[C:7]([C:8]([F:11])([F:10])[F:9])=[CH:6][N:5]=[C:4]2[NH:12][CH:13]=[C:14]([NH2:15])[C:3]=12.[N:16]1[CH:21]=[CH:20][N:19]=[CH:18][C:17]=1[C:22](O)=[O:23].C1N(P(Cl)(N2C(=O)OCC2)=O)C(=O)OC1.C(N(CC)CC)C.[Li+].[OH-], predict the reaction product. The product is: [Cl:1][C:2]1[C:7]([C:8]([F:11])([F:9])[F:10])=[CH:6][N:5]=[C:4]2[NH:12][CH:13]=[C:14]([NH:15][C:22]([C:17]3[CH:18]=[N:19][CH:20]=[CH:21][N:16]=3)=[O:23])[C:3]=12. (5) Given the reactants [Cl:1][C:2]1[N:11]=[C:10](Cl)[C:9]2[C:4](=[CH:5][CH:6]=[CH:7][CH:8]=2)[N:3]=1.[NH2:13][C:14]1[CH:19]=[CH:18][N:17]=[CH:16][CH:15]=1.Cl, predict the reaction product. The product is: [Cl:1][C:2]1[N:11]=[C:10]([NH:13][C:14]2[CH:19]=[CH:18][N:17]=[CH:16][CH:15]=2)[C:9]2[C:4](=[CH:5][CH:6]=[CH:7][CH:8]=2)[N:3]=1. (6) Given the reactants [C:1]([N:4]1[CH2:13][CH2:12][C:11]2[C:6](=[CH:7][C:8]([NH2:14])=[CH:9][CH:10]=2)[CH2:5]1)(=[O:3])[CH3:2].[F:15][C:16]([F:21])([F:20])[C:17](O)=[O:18].FC(F)(F)C(OC(=O)C(F)(F)F)=O, predict the reaction product. The product is: [C:1]([N:4]1[CH2:13][CH2:12][C:11]2[C:6](=[CH:7][C:8]([NH:14][C:17](=[O:18])[C:16]([F:21])([F:20])[F:15])=[CH:9][CH:10]=2)[CH2:5]1)(=[O:3])[CH3:2]. (7) Given the reactants [CH2:1]([O:6][C:7]([NH:9][C@H:10]([C:15]([OH:17])=[O:16])[CH2:11][CH2:12][CH2:13][CH3:14])=[O:8])[CH2:2][CH2:3][CH:4]=[CH2:5].[CH2:18](O)[CH2:19]CCCC=C, predict the reaction product. The product is: [CH2:1]([O:6][C:7]([NH:9][C@H:10]([C:15]([OH:17])=[O:16])[CH2:11][CH2:12][CH2:13][CH3:14])=[O:8])[CH2:2][CH2:3][CH2:4][CH2:5][CH:18]=[CH2:19].